From a dataset of Catalyst prediction with 721,799 reactions and 888 catalyst types from USPTO. Predict which catalyst facilitates the given reaction. (1) Reactant: [Br:1][C:2]1[CH:3]=[C:4]([C:9](=[O:11])[CH3:10])[CH:5]=[CH:6][C:7]=1[F:8].[CH2:12](O)[CH2:13][OH:14]. The catalyst class is: 11. Product: [Br:1][C:2]1[CH:3]=[C:4]([C:9]2([CH3:10])[O:14][CH2:13][CH2:12][O:11]2)[CH:5]=[CH:6][C:7]=1[F:8]. (2) Reactant: [F:1][C:2]1[CH:7]=[CH:6][C:5]([C:8]2[C:13]([C:14]#[N:15])=[CH:12][N:11]=[CH:10][N:9]=2)=[CH:4][CH:3]=1.[OH-].[NH4+].[H][H]. Product: [F:1][C:2]1[CH:3]=[CH:4][C:5]([C:8]2[C:13]([CH2:14][NH2:15])=[CH:12][N:11]=[CH:10][N:9]=2)=[CH:6][CH:7]=1. The catalyst class is: 94. (3) Reactant: [N+:1]([C:4]1[CH:9]=[CH:8][C:7]([CH2:10][C:11]([O:13][CH2:14][CH3:15])=[O:12])=[CH:6][C:5]=1[O:16][CH2:17][C:18]([F:21])([F:20])[F:19])([O-:3])=[O:2].[H-].[Na+].Br[CH2:25][CH2:26][CH2:27]Br.[NH4+].[Cl-]. Product: [N+:1]([C:4]1[CH:9]=[CH:8][C:7]([C:10]2([C:11]([O:13][CH2:14][CH3:15])=[O:12])[CH2:27][CH2:26][CH2:25]2)=[CH:6][C:5]=1[O:16][CH2:17][C:18]([F:19])([F:20])[F:21])([O-:3])=[O:2]. The catalyst class is: 3. (4) Reactant: [C:1]([N:4]1[CH2:9][CH2:8][CH:7]([O:10][C:11]2[CH:12]=[C:13]3[C:17](=[CH:18][CH:19]=2)[N:16](S(C2C=CC(C)=CC=2)(=O)=O)[N:15]=[C:14]3[CH2:30][N:31]([CH3:43])[CH2:32][CH2:33][N:34]([CH3:42])[C:35](=[O:41])[O:36][C:37]([CH3:40])([CH3:39])[CH3:38])[CH2:6][CH2:5]1)(=[O:3])[CH3:2].[OH-].[Na+]. Product: [C:1]([N:4]1[CH2:5][CH2:6][CH:7]([O:10][C:11]2[CH:12]=[C:13]3[C:17](=[CH:18][CH:19]=2)[NH:16][N:15]=[C:14]3[CH2:30][N:31]([CH3:43])[CH2:32][CH2:33][N:34]([CH3:42])[C:35](=[O:41])[O:36][C:37]([CH3:38])([CH3:39])[CH3:40])[CH2:8][CH2:9]1)(=[O:3])[CH3:2]. The catalyst class is: 24. (5) Reactant: [C:1]1([O:9][CH3:10])[C:2](=[CH:5][CH:6]=[CH:7][CH:8]=1)[O:3][CH3:4].C([Li])CCC.[Cl:16][C:17]1[CH:18]=[CH:19][C:20]2[N:25]=C(C)[O:23][C:22](=O)[C:21]=2[CH:28]=1. Product: [NH2:25][C:20]1[CH:19]=[CH:18][C:17]([Cl:16])=[CH:28][C:21]=1[C:22]([C:8]1[CH:7]=[CH:6][CH:5]=[C:2]([O:3][CH3:4])[C:1]=1[O:9][CH3:10])=[O:23]. The catalyst class is: 7.